From a dataset of Reaction yield outcomes from USPTO patents with 853,638 reactions. Predict the reaction yield, written as a fraction of the theoretical maximum amount of product (1.0 means a 100% yield; for example, 0.34 means a 34% yield). (1) The reactants are Cl.Cl.[CH3:3][N:4]([CH2:6][CH:7]1[C:16]([C:18]2[CH:23]=[CH:22][CH:21]=[CH:20][C:19]=2[CH3:24])([OH:17])[CH2:15][CH2:14][C:9]2(OCC[O:10]2)[CH2:8]1)[CH3:5].[CH3:25][S:26]([OH:29])(=[O:28])=[O:27]. The catalyst is O1CCCC1.O. The product is [CH3:25][S:26]([OH:29])(=[O:28])=[O:27].[CH3:5][N:4]([CH2:6][CH:7]1[C:16]([C:18]2[CH:23]=[CH:22][CH:21]=[CH:20][C:19]=2[CH3:24])([OH:17])[CH2:15][CH2:14][C:9](=[O:10])[CH2:8]1)[CH3:3]. The yield is 0.840. (2) The reactants are [CH:1]1([CH2:4][O:5][C:6]2[CH:11]=[C:10]([N+:12]([O-])=O)[CH:9]=[CH:8][C:7]=2[NH:15][S:16]([CH3:19])(=[O:18])=[O:17])[CH2:3][CH2:2]1.[NH4+].[Cl-]. The catalyst is CCO.O.[Fe]. The product is [NH2:12][C:10]1[CH:9]=[CH:8][C:7]([NH:15][S:16]([CH3:19])(=[O:18])=[O:17])=[C:6]([O:5][CH2:4][CH:1]2[CH2:3][CH2:2]2)[CH:11]=1. The yield is 0.910. (3) The reactants are C(N(CC)C(C)C)(C)C.[CH3:10][S:11](Cl)(=[O:13])=[O:12].[NH2:15][C:16]1[N:21]=[C:20]([CH2:22][OH:23])[CH:19]=[CH:18][N:17]=1. The catalyst is O1CCCC1.C(OCC)(=O)C. The product is [NH2:15][C:16]1[N:21]=[C:20]([CH2:22][O:23][S:11]([CH3:10])(=[O:13])=[O:12])[CH:19]=[CH:18][N:17]=1. The yield is 0.530. (4) The reactants are [Cl:1][C:2]1[CH:7]=[C:6]([Cl:8])[CH:5]=[CH:4][C:3]=1[N:9]1[C:14]2=[N:15][C:16]3[C:17](=[C:18]([C:22]([OH:24])=O)[CH:19]=[CH:20][CH:21]=3)[N:13]2[CH2:12][CH2:11][CH2:10]1.ON1C2C=CC=CC=2N=N1.Cl.C(N=C=NCCCN(C)C)C.Cl.[OH:48][CH:49]1[CH2:52][NH:51][CH2:50]1. The catalyst is CN(C)C=O.C(=O)([O-])O.[Na+].C(N(CC)CC)C. The product is [Cl:1][C:2]1[CH:7]=[C:6]([Cl:8])[CH:5]=[CH:4][C:3]=1[N:9]1[C:14]2=[N:15][C:16]3[CH:21]=[CH:20][CH:19]=[C:18]([C:22]([N:51]4[CH2:52][CH:49]([OH:48])[CH2:50]4)=[O:24])[C:17]=3[N:13]2[CH2:12][CH2:11][CH2:10]1. The yield is 0.480.